Dataset: Reaction yield outcomes from USPTO patents with 853,638 reactions. Task: Predict the reaction yield, written as a fraction of the theoretical maximum amount of product (1.0 means a 100% yield; for example, 0.34 means a 34% yield). (1) The reactants are OC(C(F)(F)F)=O.[CH:8]([N:11]1[C:15]([C:16]2[S:17][C:18]3[CH2:19][CH2:20][O:21][C:22]4[CH:29]=[C:28]([CH:30]5[CH2:35][CH2:34][NH:33][CH2:32][CH2:31]5)[CH:27]=[CH:26][C:23]=4[C:24]=3[N:25]=2)=[N:14][CH:13]=[N:12]1)([CH3:10])[CH3:9].[CH3:36][O:37][CH2:38][CH2:39]Br.C(=O)([O-])[O-].[K+].[K+]. The catalyst is CN(C=O)C.C(Cl)Cl. The product is [CH:8]([N:11]1[C:15]([C:16]2[S:17][C:18]3[CH2:19][CH2:20][O:21][C:22]4[CH:29]=[C:28]([CH:30]5[CH2:35][CH2:34][N:33]([CH2:39][CH2:38][O:37][CH3:36])[CH2:32][CH2:31]5)[CH:27]=[CH:26][C:23]=4[C:24]=3[N:25]=2)=[N:14][CH:13]=[N:12]1)([CH3:10])[CH3:9]. The yield is 0.700. (2) The reactants are [OH:1][NH:2][C:3](=[NH:27])[CH2:4][O:5][C:6]1[CH:11]=[CH:10][C:9]([C:12](=[N:14][O:15][CH2:16][C:17]2[CH:22]=[CH:21][C:20]([C:23]([F:26])([F:25])[F:24])=[CH:19][CH:18]=2)[CH3:13])=[CH:8][CH:7]=1.C(N(CC)CC)C.Cl[C:36]([O:38][C:39]1[CH:44]=[CH:43][CH:42]=[CH:41][CH:40]=1)=[O:37].O. The product is [OH:1][N:2]=[C:3]([NH:27][C:36](=[O:37])[O:38][C:39]1[CH:44]=[CH:43][CH:42]=[CH:41][CH:40]=1)[CH2:4][O:5][C:6]1[CH:11]=[CH:10][C:9]([C:12](=[N:14][O:15][CH2:16][C:17]2[CH:22]=[CH:21][C:20]([C:23]([F:25])([F:24])[F:26])=[CH:19][CH:18]=2)[CH3:13])=[CH:8][CH:7]=1. The catalyst is ClCCl. The yield is 0.960. (3) The reactants are [Br:1][C:2]1[CH:3]=[C:4]([CH:19]=[CH:20][CH:21]=1)[C:5]([NH:7][NH:8][C:9]1[C:18]2[C:13](=[CH:14][CH:15]=[CH:16][CH:17]=2)[CH:12]=[CH:11][N:10]=1)=O.CN(C)C=O.C(Cl)(Cl)Cl.O. The catalyst is CO. The product is [Br:1][C:2]1[CH:3]=[C:4]([C:5]2[N:10]3[CH:11]=[CH:12][C:13]4[C:18]([C:9]3=[N:8][N:7]=2)=[CH:17][CH:16]=[CH:15][CH:14]=4)[CH:19]=[CH:20][CH:21]=1. The yield is 0.920. (4) The reactants are [CH2:1]1[CH:6]2[CH2:7][C:8]3([NH2:11])[CH2:10][CH:4]([CH2:5]2)[CH2:3][CH:2]1[CH2:9]3.Cl[CH2:13][C:14]1[N:18]=[C:17]([CH2:19][CH2:20][CH3:21])[O:16][N:15]=1. No catalyst specified. The product is [CH2:19]([C:17]1[O:16][N:15]=[C:14]([CH2:13][NH:11][C:8]23[CH2:10][CH:4]4[CH2:5][CH:6]([CH2:1][CH:2]([CH2:3]4)[CH2:9]2)[CH2:7]3)[N:18]=1)[CH2:20][CH3:21]. The yield is 0.350. (5) The reactants are Cl[C:2]1[CH:3]=[C:4]([CH:8]=[C:9]([C:11]([F:14])([F:13])[F:12])[N:10]=1)[C:5]([OH:7])=[O:6].[CH3:15][S-:16].[Na+].CCOC(C)=O.Cl. The catalyst is C1COCC1. The product is [CH3:15][S:16][C:2]1[CH:3]=[C:4]([CH:8]=[C:9]([C:11]([F:14])([F:13])[F:12])[N:10]=1)[C:5]([OH:7])=[O:6]. The yield is 0.990. (6) The product is [CH:43]1([C:41]([NH:40][C:38]2[N:39]=[C:34]3[CH:33]=[CH:32][C:31]([O:30][C:29]4[CH:46]=[CH:47][C:48]([F:49])=[C:27]([NH:26][C:7]([C:5]5[N:4]([CH2:10][C:11]([F:14])([F:13])[F:12])[N:3]=[C:2]([CH3:1])[CH:6]=5)=[O:9])[CH:28]=4)=[CH:36][N:35]3[N:37]=2)=[O:42])[CH2:44][CH2:45]1. The catalyst is CN(C)C=O.CN(C)C(=O)C. The yield is 0.840. The reactants are [CH3:1][C:2]1[CH:6]=[C:5]([C:7]([OH:9])=O)[N:4]([CH2:10][C:11]([F:14])([F:13])[F:12])[N:3]=1.O1CCCC1.C(Cl)(=O)C(Cl)=O.[NH2:26][C:27]1[CH:28]=[C:29]([CH:46]=[CH:47][C:48]=1[F:49])[O:30][C:31]1[CH:32]=[CH:33][C:34]2[N:35]([N:37]=[C:38]([NH:40][C:41]([CH:43]3[CH2:45][CH2:44]3)=[O:42])[N:39]=2)[CH:36]=1. (7) The reactants are Cl[C:2]1[N:7]=[C:6]([C:8]2[N:12]3[CH:13]=[CH:14][CH:15]=[CH:16][C:11]3=[N:10][C:9]=2[C:17]2[CH:18]=[CH:19][C:20]([O:34][CH2:35][CH3:36])=[C:21]([CH:33]=2)[C:22]([NH:24][C:25]2[C:30]([F:31])=[CH:29][CH:28]=[CH:27][C:26]=2[F:32])=[O:23])[CH:5]=[CH:4][N:3]=1.[CH2:37]([C:39]1[C:40]([N:48]2[CH2:53][CH2:52][CH:51]([N:54]3[CH2:59][CH2:58][N:57]([S:60]([CH3:63])(=[O:62])=[O:61])[CH2:56][CH2:55]3)[CH2:50][CH2:49]2)=[CH:41][C:42]([O:46][CH3:47])=[C:43]([CH:45]=1)[NH2:44])[CH3:38].Cl. The catalyst is C(O)C(F)(F)F. The product is [F:32][C:26]1[CH:27]=[CH:28][CH:29]=[C:30]([F:31])[C:25]=1[NH:24][C:22](=[O:23])[C:21]1[CH:33]=[C:17]([C:9]2[N:10]=[C:11]3[CH:16]=[CH:15][CH:14]=[CH:13][N:12]3[C:8]=2[C:6]2[CH:5]=[CH:4][N:3]=[C:2]([NH:44][C:43]3[CH:45]=[C:39]([CH2:37][CH3:38])[C:40]([N:48]4[CH2:49][CH2:50][CH:51]([N:54]5[CH2:55][CH2:56][N:57]([S:60]([CH3:63])(=[O:62])=[O:61])[CH2:58][CH2:59]5)[CH2:52][CH2:53]4)=[CH:41][C:42]=3[O:46][CH3:47])[N:7]=2)[CH:18]=[CH:19][C:20]=1[O:34][CH2:35][CH3:36]. The yield is 0.670. (8) The reactants are Cl[C:2]1[CH:3]=[CH:4][C:5]2[N:11]3[CH2:12][C@H:8]([CH2:9][CH2:10]3)[NH:7][C:6]=2[N:13]=1.[F:14][C:15]([F:26])([F:25])[C:16]1[CH:17]=[C:18](B(O)O)[CH:19]=[CH:20][CH:21]=1.C1(P(C2CCCCC2)C2C=CC=CC=2C2C(C(C)C)=CC(C(C)C)=CC=2C(C)C)CCCCC1.C([O-])([O-])=O.[Cs+].[Cs+]. The catalyst is O1CCOCC1.O.CCOC(C)=O.CC([O-])=O.CC([O-])=O.[Pd+2]. The product is [F:14][C:15]([F:26])([F:25])[C:16]1[CH:21]=[C:20]([C:2]2[CH:3]=[CH:4][C:5]3[N:11]4[CH2:12][C@H:8]([CH2:9][CH2:10]4)[NH:7][C:6]=3[N:13]=2)[CH:19]=[CH:18][CH:17]=1. The yield is 0.770. (9) The reactants are [CH2:1]([O:3][C:4]1[C:5]([O:19][CH2:20][C:21]2[CH:26]=[CH:25][C:24]([O:27][CH3:28])=[CH:23][CH:22]=2)=[N:6][CH:7]=[C:8](B2OC(C)(C)C(C)(C)O2)[CH:9]=1)[CH3:2].[CH2:29]([O:36][CH2:37][CH2:38][O:39][C:40]1[CH:45]=[CH:44][C:43]([NH:46][C:47](=[O:58])[CH2:48][C:49]2[CH:54]=[CH:53][C:52](Br)=[C:51]([F:56])[C:50]=2[F:57])=[CH:42][C:41]=1[C:59]([F:62])([F:61])[F:60])[C:30]1[CH:35]=[CH:34][CH:33]=[CH:32][CH:31]=1.C([O-])([O-])=O.[Cs+].[Cs+]. The catalyst is O1CCOCC1.O.C1C=CC(P(C2C=CC=CC=2)[C-]2C=CC=C2)=CC=1.C1C=CC(P(C2C=CC=CC=2)[C-]2C=CC=C2)=CC=1.Cl[Pd]Cl.[Fe+2]. The product is [CH2:29]([O:36][CH2:37][CH2:38][O:39][C:40]1[CH:45]=[CH:44][C:43]([NH:46][C:47](=[O:58])[CH2:48][C:49]2[CH:54]=[CH:53][C:52]([C:8]3[CH:7]=[N:6][C:5]([O:19][CH2:20][C:21]4[CH:22]=[CH:23][C:24]([O:27][CH3:28])=[CH:25][CH:26]=4)=[C:4]([O:3][CH2:1][CH3:2])[CH:9]=3)=[C:51]([F:56])[C:50]=2[F:57])=[CH:42][C:41]=1[C:59]([F:61])([F:60])[F:62])[C:30]1[CH:35]=[CH:34][CH:33]=[CH:32][CH:31]=1. The yield is 0.527.